This data is from Catalyst prediction with 721,799 reactions and 888 catalyst types from USPTO. The task is: Predict which catalyst facilitates the given reaction. (1) Reactant: Cl[CH2:2][CH2:3][CH2:4][NH:5][C:6]([C:8]1[C:9]([C:14]2[CH:19]=[CH:18][CH:17]=[CH:16][CH:15]=2)=[N:10][O:11][C:12]=1[CH3:13])=[O:7].[F:20][C:21]1[CH:26]=[CH:25][C:24]([N:27]2[CH2:32][CH2:31][NH:30][CH2:29][CH2:28]2)=[C:23]([O:33][CH2:34][C:35]([F:38])([F:37])[F:36])[CH:22]=1.O[C:40]1C=CC(Cl)=CC=1N1CCNCC1. Product: [CH2:13]([C:12]1[O:11][N:10]=[C:9]([C:14]2[CH:19]=[CH:18][CH:17]=[CH:16][CH:15]=2)[C:8]=1[C:6]([NH:5][CH2:4][CH2:3][CH2:2][N:30]1[CH2:31][CH2:32][N:27]([C:24]2[CH:25]=[CH:26][C:21]([F:20])=[CH:22][C:23]=2[O:33][CH2:34][C:35]([F:37])([F:36])[F:38])[CH2:28][CH2:29]1)=[O:7])[CH3:40]. The catalyst class is: 13. (2) Reactant: [H-].[Na+].[N+:3]([C:6]1[CH:7]=[CH:8][C:9]([C:13]#[C:14][CH3:15])=[C:10]([NH2:12])[CH:11]=1)([O-:5])=[O:4].ClC(OCC)=O.[O-]CC.[Na+].C(O)C. Product: [CH3:15][C:14]1[NH:12][C:10]2[C:9]([CH:13]=1)=[CH:8][CH:7]=[C:6]([N+:3]([O-:5])=[O:4])[CH:11]=2. The catalyst class is: 39. (3) Reactant: [C:1]([NH:11][C@H:12]([C:16]([O:18][CH2:19][CH2:20][CH2:21][C:22]([CH3:27])([CH3:26])[C:23]([OH:25])=[O:24])=[O:17])[CH:13]([CH3:15])[CH3:14])([O:3][CH2:4][C:5]1[CH:10]=[CH:9][CH:8]=[CH:7][CH:6]=1)=[O:2].[OH-].C([N+](CCCC)(CCCC)CCCC)CCC.[Cl:46][CH2:47]I. Product: [C:1]([NH:11][C@H:12]([C:16]([O:18][CH2:19][CH2:20][CH2:21][C:22]([CH3:27])([CH3:26])[C:23]([O:25][CH2:47][Cl:46])=[O:24])=[O:17])[CH:13]([CH3:14])[CH3:15])([O:3][CH2:4][C:5]1[CH:10]=[CH:9][CH:8]=[CH:7][CH:6]=1)=[O:2]. The catalyst class is: 12. (4) The catalyst class is: 51. Reactant: [Cl:1][C:2]1[CH:11]=[CH:10][C:9]2[C:4](=[CH:5][CH:6]=[C:7]([CH2:12][C:13]([NH:15][NH2:16])=O)[CH:8]=2)[N:3]=1.Cl[C:18]1[N:19]=[N:20][C:21]([C:24]2[CH:25]=[N:26][CH:27]=[CH:28][CH:29]=2)=[CH:22][CH:23]=1. Product: [Cl:1][C:2]1[CH:11]=[CH:10][C:9]2[C:4](=[CH:5][CH:6]=[C:7]([CH2:12][C:13]3[N:19]4[N:20]=[C:21]([C:24]5[CH:25]=[N:26][CH:27]=[CH:28][CH:29]=5)[CH:22]=[CH:23][C:18]4=[N:16][N:15]=3)[CH:8]=2)[N:3]=1. (5) Reactant: [OH:1][C:2]1[CH:7]=[CH:6][C:5]([C:8](=[C:22]2[CH2:27][C:26]([CH3:29])([CH3:28])[O:25][C:24]([CH3:31])([CH3:30])[CH2:23]2)[C:9]2[CH:14]=[CH:13][C:12](/[CH:15]=[CH:16]/[C:17]([O:19]CC)=[O:18])=[CH:11][CH:10]=2)=[CH:4][CH:3]=1.[OH-].[K+]. Product: [OH:1][C:2]1[CH:3]=[CH:4][C:5]([C:8](=[C:22]2[CH2:23][C:24]([CH3:31])([CH3:30])[O:25][C:26]([CH3:29])([CH3:28])[CH2:27]2)[C:9]2[CH:14]=[CH:13][C:12](/[CH:15]=[CH:16]/[C:17]([OH:19])=[O:18])=[CH:11][CH:10]=2)=[CH:6][CH:7]=1. The catalyst class is: 8. (6) Reactant: Cl.CN(C)[CH2:4][CH2:5][CH2:6][C:7]([OH:9])=[O:8].[CH:11]([N:14](CC)[CH:15](C)C)(C)C.[CH3:20]/[C:21](/[CH:45]=[CH:46]/[CH:47]=[C:48](/[CH:50]=[C:51]=[C:52]1[C:57]([CH3:59])([CH3:58])[CH2:56][C@H:55]([O:60][C:61]([CH3:63])=[O:62])[CH2:54][C@:53]1([OH:65])[CH3:64])\[CH3:49])=[CH:22]\[CH:23]=[C:24](\[CH:26]=[CH:27]\[CH:28]=[C:29](\[C:31]([CH2:33][C@:34]12[C:40]([CH3:42])([CH3:41])[CH2:39][C@H:38]([OH:43])[CH2:37][C@@:35]1([CH3:44])[O:36]2)=[O:32])/[CH3:30])/[CH3:25].N1C=CC=CC=1. Product: [CH3:20]/[C:21](/[CH:45]=[CH:46]/[CH:47]=[C:48](/[CH:50]=[C:51]=[C:52]1[C:57]([CH3:59])([CH3:58])[CH2:56][C@H:55]([O:60][C:61]([CH3:63])=[O:62])[CH2:54][C@:53]1([OH:65])[CH3:64])\[CH3:49])=[CH:22]\[CH:23]=[C:24](\[CH:26]=[CH:27]\[CH:28]=[C:29](\[C:31]([CH2:33][C@:34]12[C:40]([CH3:41])([CH3:42])[CH2:39][C@H:38]([OH:43])[CH2:37][C@@:35]1([CH3:44])[O:36]2)=[O:32])/[CH3:30])/[CH3:25].[CH3:11][N:14]([CH:6]([CH2:5][CH3:4])[C:7]([O-:9])=[O:8])[CH3:15]. The catalyst class is: 306. (7) Reactant: [C:1]([N:5]1[C:17](=[O:18])[C:16]2[C:7](=[N:8][C:9]3[CH:10]=[CH:11][CH:12]=[CH:13][C:14]=3[C:15]=2Cl)[CH2:6]1)([CH3:4])([CH3:3])[CH3:2].Cl.[Cl:21][C:22]1[CH:23]=[C:24]([CH:27]=[CH:28][C:29]=1[O:30][CH3:31])[CH2:25][NH2:26]. Product: [C:1]([N:5]1[C:17](=[O:18])[C:16]2[C:7](=[N:8][C:9]3[CH:10]=[CH:11][CH:12]=[CH:13][C:14]=3[C:15]=2[NH:26][CH2:25][C:24]2[CH:27]=[CH:28][C:29]([O:30][CH3:31])=[C:22]([Cl:21])[CH:23]=2)[CH2:6]1)([CH3:4])([CH3:3])[CH3:2]. The catalyst class is: 259.